This data is from Forward reaction prediction with 1.9M reactions from USPTO patents (1976-2016). The task is: Predict the product of the given reaction. (1) Given the reactants [N:1]1[CH:6]=[CH:5][CH:4]=[C:3]([CH2:7][C:8](Cl)=[O:9])[CH:2]=1.[CH:11]1([NH:17][C:18]2[N:23]3[N:24]=[C:25]([NH2:27])[N:26]=[C:22]3[CH:21]=[CH:20][CH:19]=2)[CH2:16][CH2:15][CH2:14][CH2:13][CH2:12]1.N1C=CC=CC=1.CCOCC, predict the reaction product. The product is: [CH:11]1([NH:17][C:18]2[N:23]3[N:24]=[C:25]([NH:27][C:8](=[O:9])[CH2:7][C:3]4[CH:2]=[N:1][CH:6]=[CH:5][CH:4]=4)[N:26]=[C:22]3[CH:21]=[CH:20][CH:19]=2)[CH2:12][CH2:13][CH2:14][CH2:15][CH2:16]1. (2) Given the reactants [Br:1][C:2]1[CH:10]=[CH:9][C:5]([C:6]([OH:8])=O)=[C:4]([S:11]([CH3:14])(=[O:13])=[O:12])[CH:3]=1.Cl.[CH3:16][C:17]1[C:18]([N:25]2[CH2:30][CH2:29][NH:28][CH2:27][CH2:26]2)=[N:19][C:20]([CH3:24])=[C:21]([CH3:23])[CH:22]=1, predict the reaction product. The product is: [Br:1][C:2]1[CH:10]=[CH:9][C:5]([C:6]([N:28]2[CH2:29][CH2:30][N:25]([C:18]3[C:17]([CH3:16])=[CH:22][C:21]([CH3:23])=[C:20]([CH3:24])[N:19]=3)[CH2:26][CH2:27]2)=[O:8])=[C:4]([S:11]([CH3:14])(=[O:13])=[O:12])[CH:3]=1. (3) Given the reactants OC([C:28]1[CH:37]=[CH:36][C:31]([C:32]([O:34]C)=[O:33])=[CH:30][CH:29]=1)(C1SC(C2C=C(NC3N=C(C(F)(F)F)C=CN=3)C=C(C)C=2)=CN=1)CO.CO.[OH-].[Na+].Cl, predict the reaction product. The product is: [C:32]([OH:34])(=[O:33])[C:31]1[CH:36]=[CH:37][CH:28]=[CH:29][CH:30]=1. (4) Given the reactants [CH2:1]([O:3][C:4]([C:6]1[C:7](=[O:37])[C:8]2[CH:13]=[N:12][C:11]([NH:14][C:15]3[CH:20]=[CH:19][C:18]([CH:21]4[CH2:26][CH2:25][NH:24][CH2:23][CH2:22]4)=[CH:17][CH:16]=3)=[N:10][C:9]=2[N:27]([C:29]2[CH:34]=[CH:33][C:32]([CH2:35][CH3:36])=[CH:31][CH:30]=2)[CH:28]=1)=[O:5])[CH3:2].[CH3:38][S:39](Cl)(=[O:41])=[O:40].O, predict the reaction product. The product is: [CH2:1]([O:3][C:4]([C:6]1[C:7](=[O:37])[C:8]2[CH:13]=[N:12][C:11]([NH:14][C:15]3[CH:16]=[CH:17][C:18]([CH:21]4[CH2:26][CH2:25][N:24]([S:39]([CH3:38])(=[O:41])=[O:40])[CH2:23][CH2:22]4)=[CH:19][CH:20]=3)=[N:10][C:9]=2[N:27]([C:29]2[CH:30]=[CH:31][C:32]([CH2:35][CH3:36])=[CH:33][CH:34]=2)[CH:28]=1)=[O:5])[CH3:2]. (5) The product is: [Br:14][C:9]1[CH:8]=[CH:7][N:6]=[C:5]([C:1]([CH3:4])([CH3:3])[CH3:2])[CH:10]=1. Given the reactants [C:1]([C:5]1[NH:6][CH:7]=[CH:8][C:9](=O)[CH:10]=1)([CH3:4])([CH3:3])[CH3:2].P(Br)(Br)([Br:14])=O, predict the reaction product.